From a dataset of Catalyst prediction with 721,799 reactions and 888 catalyst types from USPTO. Predict which catalyst facilitates the given reaction. (1) Reactant: C([O:3][CH:4](OCC)[C:5]1[O:13][C:12]2[C:11]([C:14]3[CH:15]=[C:16]([NH:20][S:21]([C:24]4[CH:29]=[CH:28][CH:27]=[CH:26][CH:25]=4)(=[O:23])=[O:22])[CH:17]=[CH:18][CH:19]=3)=[CH:10][N:9]=[CH:8][C:7]=2[CH:6]=1)C.Cl.C(=O)(O)[O-].[Na+]. Product: [CH:4]([C:5]1[O:13][C:12]2[C:11]([C:14]3[CH:15]=[C:16]([NH:20][S:21]([C:24]4[CH:29]=[CH:28][CH:27]=[CH:26][CH:25]=4)(=[O:23])=[O:22])[CH:17]=[CH:18][CH:19]=3)=[CH:10][N:9]=[CH:8][C:7]=2[CH:6]=1)=[O:3]. The catalyst class is: 7. (2) Reactant: Br[C:2]1[C:11]2[C:6](=[CH:7][C:8]([F:13])=[CH:9][C:10]=2[F:12])[N:5]=[C:4]([N:14]2[CH2:18][CH2:17][CH2:16][C:15]2=[O:19])[C:3]=1[CH3:20].[CH3:21][C:22]1([CH3:37])[C:26]2=[N:27][CH:28]=[C:29]([N:31]3[CH2:36][CH2:35][O:34][CH2:33][CH2:32]3)[CH:30]=[C:25]2[NH:24][CH2:23]1. Product: [CH3:21][C:22]1([CH3:37])[C:26]2=[N:27][CH:28]=[C:29]([N:31]3[CH2:36][CH2:35][O:34][CH2:33][CH2:32]3)[CH:30]=[C:25]2[N:24]([C:2]2[C:11]3[C:6](=[CH:7][C:8]([F:13])=[CH:9][C:10]=3[F:12])[N:5]=[C:4]([N:14]3[CH2:18][CH2:17][CH2:16][C:15]3=[O:19])[C:3]=2[CH3:20])[CH2:23]1. The catalyst class is: 11. (3) Reactant: [NH2:1][C:2]1[C:7]([N:8]2[CH2:13][CH2:12][N:11]([C:14]([O:16][C:17]([CH3:20])([CH3:19])[CH3:18])=[O:15])[C@@H:10]([CH2:21][C:22]3[CH:27]=[CH:26][CH:25]=[CH:24][CH:23]=3)[CH2:9]2)=[N:6][C:5]([Br:28])=[CH:4][N:3]=1.[CH3:29]C(C)([O-])C.[K+].IC.C(OCC)(=O)C. Product: [C:14]([N:11]1[CH2:12][CH2:13][N:8]([C:7]2[C:2]([NH:1][CH3:29])=[N:3][CH:4]=[C:5]([Br:28])[N:6]=2)[CH2:9][C@@H:10]1[CH2:21][C:22]1[CH:23]=[CH:24][CH:25]=[CH:26][CH:27]=1)([O:16][C:17]([CH3:19])([CH3:20])[CH3:18])=[O:15]. The catalyst class is: 12. (4) Reactant: [Si]([O:8][CH2:9][CH2:10][N:11]([S:34]([CH3:37])(=[O:36])=[O:35])[C:12]1[C:13]([O:32][CH3:33])=[CH:14][C:15]2[C:19]([CH:20]=1)=[N:18][N:17]([C:21]1[CH:26]=[CH:25][C:24]([F:27])=[CH:23][CH:22]=1)[C:16]=2[C:28]([NH:30][CH3:31])=[O:29])(C(C)(C)C)(C)C.[F-].[NH4+].O. Product: [F:27][C:24]1[CH:25]=[CH:26][C:21]([N:17]2[C:16]([C:28]([NH:30][CH3:31])=[O:29])=[C:15]3[C:19]([CH:20]=[C:12]([N:11]([CH2:10][CH2:9][OH:8])[S:34]([CH3:37])(=[O:35])=[O:36])[C:13]([O:32][CH3:33])=[CH:14]3)=[N:18]2)=[CH:22][CH:23]=1. The catalyst class is: 5. (5) Reactant: C(OC([N:8]1[CH2:13][CH2:12][N:11]([C:14]2[CH:15]=[CH:16][C:17]([O:38][C:39]([F:42])([F:41])[F:40])=[C:18]([NH:20][C:21]3[N:30]=[CH:29][C:28]4[CH2:27][CH2:26][C:25]5[C:31]([C:35]([NH2:37])=[O:36])=[N:32][N:33]([CH3:34])[C:24]=5[C:23]=4[N:22]=3)[CH:19]=2)[CH2:10][CH2:9]1)=O)(C)(C)C. Product: [N:11]1([C:14]2[CH:15]=[CH:16][C:17]([O:38][C:39]([F:40])([F:41])[F:42])=[C:18]([NH:20][C:21]3[N:30]=[CH:29][C:28]4[CH2:27][CH2:26][C:25]5[C:31]([C:35]([NH2:37])=[O:36])=[N:32][N:33]([CH3:34])[C:24]=5[C:23]=4[N:22]=3)[CH:19]=2)[CH2:10][CH2:9][NH:8][CH2:13][CH2:12]1. The catalyst class is: 393. (6) Reactant: [F-].C([N+](CCCC)(CCCC)CCCC)CCC.O1CCCC1.O1CCCC1.[Si]([O:36][CH2:37][CH2:38][N:39]([CH:68]([CH3:70])[CH3:69])[C:40]([C:42]1[S:46][C:45]2=[N:47][C:48]([C:58]3[CH:63]=[CH:62][C:61]([Cl:64])=[CH:60][CH:59]=3)([CH3:57])[CH:49]([C:50]3[CH:55]=[CH:54][C:53]([Cl:56])=[CH:52][CH:51]=3)[N:44]2[C:43]=1[CH:65]([CH3:67])[CH3:66])=[O:41])(C(C)(C)C)(C)C. The catalyst class is: 6. Product: [Cl:56][C:53]1[CH:54]=[CH:55][C:50]([C@H:49]2[N:44]3[C:45]([S:46][C:42]([C:40]([N:39]([CH2:38][CH2:37][OH:36])[CH:68]([CH3:69])[CH3:70])=[O:41])=[C:43]3[CH:65]([CH3:67])[CH3:66])=[N:47][C@:48]2([C:58]2[CH:59]=[CH:60][C:61]([Cl:64])=[CH:62][CH:63]=2)[CH3:57])=[CH:51][CH:52]=1. (7) Reactant: [CH3:1][O:2][C:3]1[CH:12]=[CH:11][C:6]([C:7](=[N:9][OH:10])[NH2:8])=[CH:5][CH:4]=1.[Br:13][C:14]1[CH:15]=[C:16]([CH:20]=[CH:21][N:22]=1)[C:17](O)=O.C1CCC(N=C=NC2CCCCC2)CC1.C1C=CC2N(O)N=NC=2C=1. Product: [Br:13][C:14]1[CH:15]=[C:16]([C:17]2[O:10][N:9]=[C:7]([C:6]3[CH:5]=[CH:4][C:3]([O:2][CH3:1])=[CH:12][CH:11]=3)[N:8]=2)[CH:20]=[CH:21][N:22]=1. The catalyst class is: 3. (8) Reactant: Cl[C:2]1[C:3](=[O:16])[NH:4][C:5]2[C:10]([N:11]=1)=[CH:9][C:8]([C:12]([O:14][CH3:15])=[O:13])=[CH:7][CH:6]=2.[C:17]([O:21][C:22]([N:24]1[CH2:29][CH2:28][NH:27][C@@H:26]([CH3:30])[CH2:25]1)=[O:23])([CH3:20])([CH3:19])[CH3:18].CCN(C(C)C)C(C)C. Product: [C:17]([O:21][C:22]([N:24]1[CH2:29][CH2:28][N:27]([C:2]2[C:3](=[O:16])[NH:4][C:5]3[C:10]([N:11]=2)=[CH:9][C:8]([C:12]([O:14][CH3:15])=[O:13])=[CH:7][CH:6]=3)[C@@H:26]([CH3:30])[CH2:25]1)=[O:23])([CH3:20])([CH3:18])[CH3:19]. The catalyst class is: 58.